From a dataset of Catalyst prediction with 721,799 reactions and 888 catalyst types from USPTO. Predict which catalyst facilitates the given reaction. (1) Reactant: [N:1]1[C:5]2[CH:6]=[CH:7][CH:8]=[CH:9][C:4]=2[NH:3][CH:2]=1.C(=O)([O-])[O-].[K+].[K+].[CH2:16](Cl)[C:17]1[CH:22]=[CH:21][CH:20]=[CH:19][CH:18]=1. Product: [CH2:16]([N:1]1[C:5]2[CH:6]=[CH:7][CH:8]=[CH:9][C:4]=2[N:3]=[CH:2]1)[C:17]1[CH:22]=[CH:21][CH:20]=[CH:19][CH:18]=1. The catalyst class is: 9. (2) Reactant: [C:1]1([C:7]2[C:16]3[C:11](=[CH:12][CH:13]=[CH:14][CH:15]=3)[CH:10]=[CH:9][C:8]=2[OH:17])[CH:6]=[CH:5][CH:4]=[CH:3][CH:2]=1.C([Li])CCC.[Cl-:23].[Cl-:24].[Cl-].[CH3:26][C:27]1[C:31]([Ti+3:33])([CH3:32])[C:30]([CH3:34])=[C:29]([CH3:35])[C:28]=1[CH3:36]. Product: [Cl:23][Ti:33]([Cl:24])([C:31]1([CH3:32])[C:27]([CH3:26])=[C:28]([CH3:36])[C:29]([CH3:35])=[C:30]1[CH3:34])[O:17][C:8]1[CH:9]=[CH:10][C:11]2[C:16](=[CH:15][CH:14]=[CH:13][CH:12]=2)[C:7]=1[C:1]1[CH:2]=[CH:3][CH:4]=[CH:5][CH:6]=1. The catalyst class is: 11.